Predict the product of the given reaction. From a dataset of Forward reaction prediction with 1.9M reactions from USPTO patents (1976-2016). (1) Given the reactants [ClH:1].C(OC([N:9]1[C@H:13]([C:14]2[CH:19]=[CH:18][CH:17]=[CH:16][CH:15]=2)[C@H:12]([C:20]2[CH:25]=[CH:24][CH:23]=[CH:22][CH:21]=2)[N:11]=[C:10]1[NH:26][C:27](=[O:35])[C:28]1[CH:33]=[CH:32][C:31]([F:34])=[CH:30][CH:29]=1)=O)(C)(C)C, predict the reaction product. The product is: [ClH:1].[C:14]1([C@H:13]2[C@@H:12]([C:20]3[CH:25]=[CH:24][CH:23]=[CH:22][CH:21]=3)[NH:11][C:10]([NH:26][C:27](=[O:35])[C:28]3[CH:29]=[CH:30][C:31]([F:34])=[CH:32][CH:33]=3)=[N:9]2)[CH:15]=[CH:16][CH:17]=[CH:18][CH:19]=1. (2) Given the reactants [F-].[K+].[C:3](=O)([O-])O.[K+].OO.C[Si](C)(C[CH2:19][C:20]([CH3:26])([CH3:25])[CH2:21][CH:22]([OH:24])[CH3:23])C1C=CC=CN=1.[CH3:28][OH:29], predict the reaction product. The product is: [CH3:3][C:22]([OH:24])([CH2:21][C:20]([CH3:19])([CH3:25])[CH2:26][CH2:28][OH:29])[CH3:23]. (3) Given the reactants [Cl:1][C:2]1[CH:3]=[C:4]([N:13]2[CH:17]=[CH:16][N:15]=[C:14]2[CH3:18])[C:5]([CH3:12])=[C:6]([CH:11]=1)[C:7]([O:9]C)=O.[OH-].[Na+].Cl.ClC1C=C(N2C=CN=C2C)C(C)=C(C=1)C(O)=O.C(N(CC)CC)C.F[P-](F)(F)(F)(F)F.N1(OC(N(C)C)=[N+](C)C)C2N=CC=CC=2N=N1.Cl.[NH2:71][CH2:72][C:73]1[C:74](=[O:81])[NH:75][C:76]([CH3:80])=[CH:77][C:78]=1[CH3:79], predict the reaction product. The product is: [Cl:1][C:2]1[CH:3]=[C:4]([N:13]2[CH:17]=[CH:16][N:15]=[C:14]2[CH3:18])[C:5]([CH3:12])=[C:6]([CH:11]=1)[C:7]([NH:71][CH2:72][C:73]1[C:74](=[O:81])[NH:75][C:76]([CH3:80])=[CH:77][C:78]=1[CH3:79])=[O:9]. (4) The product is: [CH:14]1([CH2:17][O:13][C:6]2[CH:5]=[C:4]([F:3])[C:9]([CH2:10][OH:11])=[C:8]([F:12])[CH:7]=2)[CH2:16][CH2:15]1. Given the reactants [H-].[Na+].[F:3][C:4]1[CH:5]=[C:6]([OH:13])[CH:7]=[C:8]([F:12])[C:9]=1[CH2:10][OH:11].[CH:14]1([CH2:17]Br)[CH2:16][CH2:15]1, predict the reaction product.